From a dataset of Reaction yield outcomes from USPTO patents with 853,638 reactions. Predict the reaction yield, written as a fraction of the theoretical maximum amount of product (1.0 means a 100% yield; for example, 0.34 means a 34% yield). The reactants are [F:1][C:2]1[CH:10]=[C:9]2[C:5]([C:6]([CH:11]=[O:12])=[CH:7][NH:8]2)=[CH:4][CH:3]=1.N1C2C(=CC=CC=2)C=[C:14]1C(OCC)=O. No catalyst specified. The product is [F:1][C:2]1[CH:10]=[C:9]2[C:5]([C:6]([CH:11]=[O:12])=[CH:7][N:8]2[CH3:14])=[CH:4][CH:3]=1. The yield is 0.940.